This data is from CYP1A2 inhibition data for predicting drug metabolism from PubChem BioAssay. The task is: Regression/Classification. Given a drug SMILES string, predict its absorption, distribution, metabolism, or excretion properties. Task type varies by dataset: regression for continuous measurements (e.g., permeability, clearance, half-life) or binary classification for categorical outcomes (e.g., BBB penetration, CYP inhibition). Dataset: cyp1a2_veith. The molecule is Cc1noc(C)c1-c1nc(NC2CCNCC2)c2ccccc2n1. The result is 1 (inhibitor).